From a dataset of Antibody paratope prediction from SAbDab with 1,023 antibody chains. Token-level Classification. Given an antibody amino acid sequence, predict which amino acid positions are active in antigen binding. Output is a list of indices for active paratope positions. (1) Given the antibody sequence: QVQLQESGPGLVKPSQTLSLTCTVSGGSISSGDYYWSWIRQPPGKGLEWIGYIYYSGSTDYNPSLKSRVTMSVDTSKNQFSLKVNSVTAADTAVYYCARVSIFGVGTFDYWGQGTLVTVSS, which amino acid positions are active in antigen binding (paratope)? The paratope positions are: [31, 32, 84, 85, 86, 105, 106, 107]. (2) The paratope positions are: [52, 53, 54, 85, 86, 87, 106, 107, 108, 109, 110, 111, 112, 113, 114, 115, 116, 117]. Given the antibody sequence: EVRLVESGGGLVKPGGSLRLSCSASGFDFDNAWMTWVRQPPGKGLEWVGRITGPGEGWSVDYAESVKGRFTISRDNTKNTLYLEMNNVRTEDTGYYFCARTGKYYDFWSGYPPGEEYFQDWGQGTLVIVSS, which amino acid positions are active in antigen binding (paratope)? (3) Given the antibody sequence: YELTQLPSLSVSLGQTASITCSGDNLGDKFVCWYQQKPGQTPVLVMYEDTKRPSGIPERFAGSNSGNTATLTITGTQAMDEADYYCQTWDSSTDVVFGGGTKLTVL, which amino acid positions are active in antigen binding (paratope)? The paratope positions are: [93]. (4) The paratope positions are: [52, 83, 84, 85]. Given the antibody sequence: EIQLQQSGPELVKPGASVKVSCKASGYSFTDYFIYWVKQSHGKSLEWIGDIDPYNGDTSYNQKFRDKATLTVDQSSTTAFMHLNSLTSEDSAVYFCARGLRFWGQGTLVTVSA, which amino acid positions are active in antigen binding (paratope)? (5) Given the antibody sequence: VLLTQTPLSLPVSLGEQASISCRSSQSIVHSIGDTYLEWYLQKPGQSPKLLIYKVSNRFSGVPDRFSGSGSGTDFTLKISRVEAEDLGIYYCFQGSHFPYTFGGGTKLEIK, which amino acid positions are active in antigen binding (paratope)? The paratope positions are: [29, 30, 31, 32, 33].